Dataset: Forward reaction prediction with 1.9M reactions from USPTO patents (1976-2016). Task: Predict the product of the given reaction. The product is: [C:15]([C:11]1[C:9]2[S:10][C:6]([CH2:4][C:3]3[CH:21]=[CH:22][C:23]([Cl:25])=[CH:24][C:2]=3[Cl:1])=[C:7]([CH2:19][CH3:20])[C:8]=2[CH:14]=[CH:13][CH:12]=1)([OH:17])=[O:16]. Given the reactants [Cl:1][C:2]1[CH:24]=[C:23]([Cl:25])[CH:22]=[CH:21][C:3]=1[C:4]([C:6]1[S:10][C:9]2[C:11]([C:15]([O:17]C)=[O:16])=[CH:12][CH:13]=[CH:14][C:8]=2[C:7]=1[CH2:19][CH3:20])=O.O.NN.[OH-].[K+].Cl, predict the reaction product.